This data is from Peptide-MHC class I binding affinity with 185,985 pairs from IEDB/IMGT. The task is: Regression. Given a peptide amino acid sequence and an MHC pseudo amino acid sequence, predict their binding affinity value. This is MHC class I binding data. (1) The peptide sequence is MPVDHPLSL. The MHC is HLA-B08:01 with pseudo-sequence HLA-B08:01. The binding affinity (normalized) is 0.476. (2) The peptide sequence is YMAKLHAYL. The MHC is HLA-A02:01 with pseudo-sequence HLA-A02:01. The binding affinity (normalized) is 0.782. (3) The peptide sequence is GVLPEETNI. The MHC is HLA-A02:03 with pseudo-sequence HLA-A02:03. The binding affinity (normalized) is 0.0828. (4) The peptide sequence is YLKEACNHA. The MHC is HLA-B58:01 with pseudo-sequence HLA-B58:01. The binding affinity (normalized) is 0.0847.